This data is from NCI-60 drug combinations with 297,098 pairs across 59 cell lines. The task is: Regression. Given two drug SMILES strings and cell line genomic features, predict the synergy score measuring deviation from expected non-interaction effect. (1) Cell line: OVCAR3. Drug 2: CN1C2=C(C=C(C=C2)N(CCCl)CCCl)N=C1CCCC(=O)O.Cl. Drug 1: CC1=C(N=C(N=C1N)C(CC(=O)N)NCC(C(=O)N)N)C(=O)NC(C(C2=CN=CN2)OC3C(C(C(C(O3)CO)O)O)OC4C(C(C(C(O4)CO)O)OC(=O)N)O)C(=O)NC(C)C(C(C)C(=O)NC(C(C)O)C(=O)NCCC5=NC(=CS5)C6=NC(=CS6)C(=O)NCCC[S+](C)C)O. Synergy scores: CSS=17.8, Synergy_ZIP=-10.1, Synergy_Bliss=-2.61, Synergy_Loewe=-11.3, Synergy_HSA=-0.760. (2) Drug 1: CC1=C(C(CCC1)(C)C)C=CC(=CC=CC(=CC(=O)O)C)C. Drug 2: CCCCCOC(=O)NC1=NC(=O)N(C=C1F)C2C(C(C(O2)C)O)O. Cell line: OVCAR-5. Synergy scores: CSS=0.0690, Synergy_ZIP=4.84, Synergy_Bliss=0.0725, Synergy_Loewe=-7.85, Synergy_HSA=-0.929. (3) Drug 1: C1CCN(CC1)CCOC2=CC=C(C=C2)C(=O)C3=C(SC4=C3C=CC(=C4)O)C5=CC=C(C=C5)O. Drug 2: CN(CCCl)CCCl.Cl. Cell line: LOX IMVI. Synergy scores: CSS=5.62, Synergy_ZIP=-5.03, Synergy_Bliss=-5.54, Synergy_Loewe=-4.53, Synergy_HSA=-4.60. (4) Drug 1: CCC(=C(C1=CC=CC=C1)C2=CC=C(C=C2)OCCN(C)C)C3=CC=CC=C3.C(C(=O)O)C(CC(=O)O)(C(=O)O)O. Drug 2: CS(=O)(=O)CCNCC1=CC=C(O1)C2=CC3=C(C=C2)N=CN=C3NC4=CC(=C(C=C4)OCC5=CC(=CC=C5)F)Cl. Cell line: A498. Synergy scores: CSS=1.54, Synergy_ZIP=-1.81, Synergy_Bliss=2.61, Synergy_Loewe=-7.54, Synergy_HSA=-1.14.